Dataset: Catalyst prediction with 721,799 reactions and 888 catalyst types from USPTO. Task: Predict which catalyst facilitates the given reaction. (1) Reactant: [Cl:1][C:2]1[CH:21]=[CH:20][C:5]2[O:6][C:7]3[CH:19]=[CH:18][CH:17]=[CH:16][C:8]=3[C:9]3[CH2:13][N:12]([CH3:14])[C:11](=[O:15])[C:10]=3[C:4]=2[CH:3]=1.[Mg].O.Cl. Product: [Cl:1][C:2]1[CH:21]=[CH:20][C:5]2[O:6][C:7]3[CH:19]=[CH:18][CH:17]=[CH:16][C:8]=3[C@H:9]3[CH2:13][N:12]([CH3:14])[C:11](=[O:15])[C@@H:10]3[C:4]=2[CH:3]=1. The catalyst class is: 130. (2) Reactant: [CH3:1][N:2]([C:10]([C:12]1[CH:17]=[CH:16][C:15]([NH:18][CH:19]([C:23]2[O:24][C:25]3[CH:32]=[CH:31][C:30]([O:33][C:34]4[CH:39]=[CH:38][C:37]([C:40]([F:43])([F:42])[F:41])=[CH:36][N:35]=4)=[CH:29][C:26]=3[C:27]=2[CH3:28])[CH:20]([CH3:22])[CH3:21])=[CH:14][CH:13]=1)=[O:11])[CH2:3][CH2:4][C:5]([O:7]CC)=[O:6].[OH-].[Na+]. The catalyst class is: 7. Product: [CH3:1][N:2]([C:10]([C:12]1[CH:13]=[CH:14][C:15]([NH:18][CH:19]([C:23]2[O:24][C:25]3[CH:32]=[CH:31][C:30]([O:33][C:34]4[CH:39]=[CH:38][C:37]([C:40]([F:43])([F:42])[F:41])=[CH:36][N:35]=4)=[CH:29][C:26]=3[C:27]=2[CH3:28])[CH:20]([CH3:22])[CH3:21])=[CH:16][CH:17]=1)=[O:11])[CH2:3][CH2:4][C:5]([OH:7])=[O:6]. (3) Reactant: [OH:1][C:2]1[CH:11]=[C:10]2[C:5]([C:6](=O)[CH:7]=[C:8]([C:12]([O:14][CH2:15][CH3:16])=[O:13])[O:9]2)=[CH:4][CH:3]=1.OCC1(OC[C@@H](O)[C@@H](O)[C@H]1O)O. Product: [OH:1][C:2]1[CH:11]=[C:10]2[C:5]([CH2:6][CH2:7][CH:8]([C:12]([O:14][CH2:15][CH3:16])=[O:13])[O:9]2)=[CH:4][CH:3]=1. The catalyst class is: 467. (4) Reactant: [CH3:1][C:2]1[C:6]([CH2:7][O:8][C:9]2[CH:14]=[CH:13][C:12]([S:15](Cl)(=[O:17])=[O:16])=[CH:11][CH:10]=2)=[C:5]([CH3:19])[O:4][N:3]=1.[NH3:20]. Product: [CH3:1][C:2]1[C:6]([CH2:7][O:8][C:9]2[CH:14]=[CH:13][C:12]([S:15]([NH2:20])(=[O:17])=[O:16])=[CH:11][CH:10]=2)=[C:5]([CH3:19])[O:4][N:3]=1. The catalyst class is: 5. (5) Reactant: C1C(=O)N([Br:8])C(=O)C1.[CH:9]([Si:12]([CH:21]([CH3:23])[CH3:22])([CH:18]([CH3:20])[CH3:19])[N:13]1[CH:17]=[CH:16][CH:15]=[CH:14]1)([CH3:11])[CH3:10].N1C=CC=CC=1.CCCCCC. Product: [Br:8][C:15]1[CH:16]=[CH:17][N:13]([Si:12]([CH:9]([CH3:11])[CH3:10])([CH:18]([CH3:20])[CH3:19])[CH:21]([CH3:23])[CH3:22])[CH:14]=1. The catalyst class is: 1. (6) Reactant: [Cl:1][C:2]1[CH:22]=[CH:21][C:5]([C:6]([NH:8][C:9](=S)[NH:10][C:11]2[NH:15][N:14]=[C:13]([C:16]([F:19])([F:18])[F:17])[CH:12]=2)=[O:7])=[CH:4][CH:3]=1.[F:23][C:24]1[CH:25]=[C:26]([CH:29]=[C:30]([F:33])[C:31]=1[F:32])[CH2:27][NH2:28].Cl.C(N=C=NCCCN(C)C)C. Product: [Cl:1][C:2]1[CH:22]=[CH:21][C:5]([C:6](/[N:8]=[C:9](/[NH:28][CH2:27][C:26]2[CH:29]=[C:30]([F:33])[C:31]([F:32])=[C:24]([F:23])[CH:25]=2)\[NH:10][C:11]2[NH:15][N:14]=[C:13]([C:16]([F:19])([F:18])[F:17])[CH:12]=2)=[O:7])=[CH:4][CH:3]=1. The catalyst class is: 5.